Task: Predict the reaction yield, written as a fraction of the theoretical maximum amount of product (1.0 means a 100% yield; for example, 0.34 means a 34% yield).. Dataset: Reaction yield outcomes from USPTO patents with 853,638 reactions The reactants are Cl.[NH2:2][CH2:3][C:4]1[CH:5]=[C:6]([CH2:10][N:11]2[C:19]3[C:14](=[C:15]([O:20][CH3:21])[CH:16]=[CH:17][CH:18]=3)[C:13]([NH:22][S:23]([C:26]3[S:27][C:28]([Cl:31])=[CH:29][CH:30]=3)(=[O:25])=[O:24])=[N:12]2)[CH:7]=[CH:8][CH:9]=1.C(N(CC)CC)C.C(O)(=O)C.[O-:43][C:44]#[N:45].[K+]. The catalyst is C(OCC)(=O)C.O. The product is [NH2:45][C:44]([NH:2][CH2:3][C:4]1[CH:5]=[C:6]([CH2:10][N:11]2[C:19]3[C:14](=[C:15]([O:20][CH3:21])[CH:16]=[CH:17][CH:18]=3)[C:13]([NH:22][S:23]([C:26]3[S:27][C:28]([Cl:31])=[CH:29][CH:30]=3)(=[O:25])=[O:24])=[N:12]2)[CH:7]=[CH:8][CH:9]=1)=[O:43]. The yield is 0.0500.